Regression. Given two drug SMILES strings and cell line genomic features, predict the synergy score measuring deviation from expected non-interaction effect. From a dataset of Merck oncology drug combination screen with 23,052 pairs across 39 cell lines. (1) Drug 1: O=C(O)C1(Cc2cccc(Nc3nccs3)n2)CCC(Oc2cccc(Cl)c2F)CC1. Drug 2: CC1(c2nc3c(C(N)=O)cccc3[nH]2)CCCN1. Cell line: NCIH460. Synergy scores: synergy=3.27. (2) Drug 1: Cn1nnc2c(C(N)=O)ncn2c1=O. Drug 2: NC(=O)c1cccc2cn(-c3ccc(C4CCCNC4)cc3)nc12. Cell line: NCIH1650. Synergy scores: synergy=22.9. (3) Drug 1: NC(=O)c1cccc2cn(-c3ccc(C4CCCNC4)cc3)nc12. Drug 2: CC1(c2nc3c(C(N)=O)cccc3[nH]2)CCCN1. Cell line: MDAMB436. Synergy scores: synergy=-3.42. (4) Drug 1: Cc1nc(Nc2ncc(C(=O)Nc3c(C)cccc3Cl)s2)cc(N2CCN(CCO)CC2)n1. Drug 2: COC1=C2CC(C)CC(OC)C(O)C(C)C=C(C)C(OC(N)=O)C(OC)C=CC=C(C)C(=O)NC(=CC1=O)C2=O. Cell line: EFM192B. Synergy scores: synergy=45.0. (5) Drug 1: NC(=O)c1cccc2cn(-c3ccc(C4CCCNC4)cc3)nc12. Drug 2: CC1(c2nc3c(C(N)=O)cccc3[nH]2)CCCN1. Cell line: VCAP. Synergy scores: synergy=-3.48. (6) Drug 1: CCN(CC)CCNC(=O)c1c(C)[nH]c(C=C2C(=O)Nc3ccc(F)cc32)c1C. Drug 2: COC1CC2CCC(C)C(O)(O2)C(=O)C(=O)N2CCCCC2C(=O)OC(C(C)CC2CCC(OP(C)(C)=O)C(OC)C2)CC(=O)C(C)C=C(C)C(O)C(OC)C(=O)C(C)CC(C)C=CC=CC=C1C. Cell line: HCT116. Synergy scores: synergy=21.9. (7) Drug 1: N.N.O=C(O)C1(C(=O)O)CCC1.[Pt]. Drug 2: C=CCn1c(=O)c2cnc(Nc3ccc(N4CCN(C)CC4)cc3)nc2n1-c1cccc(C(C)(C)O)n1. Cell line: T47D. Synergy scores: synergy=-6.15. (8) Drug 1: CC1CC2C3CCC4=CC(=O)C=CC4(C)C3(F)C(O)CC2(C)C1(O)C(=O)CO. Drug 2: Cn1nnc2c(C(N)=O)ncn2c1=O. Cell line: NCIH2122. Synergy scores: synergy=-4.30.